This data is from Reaction yield outcomes from USPTO patents with 853,638 reactions. The task is: Predict the reaction yield, written as a fraction of the theoretical maximum amount of product (1.0 means a 100% yield; for example, 0.34 means a 34% yield). (1) The reactants are [CH:1]1([S:4]([N:7]2[CH2:10][CH:9]([OH:11])[CH2:8]2)(=[O:6])=[O:5])[CH2:3][CH2:2]1.C(N(CC)CC)C.Cl[Si:20]([CH2:25][CH3:26])([CH2:23][CH3:24])[CH2:21][CH3:22].C(=O)(O)[O-].[Na+]. The yield is 0.580. The product is [CH:1]1([S:4]([N:7]2[CH2:8][CH:9]([O:11][Si:20]([CH2:25][CH3:26])([CH2:23][CH3:24])[CH2:21][CH3:22])[CH2:10]2)(=[O:5])=[O:6])[CH2:3][CH2:2]1. The catalyst is O1CCCC1.CN(C)C1C=CN=CC=1. (2) The reactants are [CH3:1][C:2]1[C:6]2[C:7](=[O:18])[N:8]([CH2:11][CH2:12][N:13]3[CH2:17][CH2:16][CH2:15][CH2:14]3)[CH2:9][CH2:10][C:5]=2[NH:4][C:3]=1[CH:19]=O.[F:21][C:22]1[C:27]([F:28])=[CH:26][CH:25]=[CH:24][C:23]=1[C:29]1[CH:37]=[CH:36][CH:35]=[C:34]2[C:30]=1[CH2:31][C:32](=[O:38])[NH:33]2. No catalyst specified. The product is [F:21][C:22]1[C:27]([F:28])=[CH:26][CH:25]=[CH:24][C:23]=1[C:29]1[CH:37]=[CH:36][CH:35]=[C:34]2[C:30]=1[C:31](=[CH:19][C:3]1[NH:4][C:5]3[CH2:10][CH2:9][N:8]([CH2:11][CH2:12][N:13]4[CH2:14][CH2:15][CH2:16][CH2:17]4)[C:7](=[O:18])[C:6]=3[C:2]=1[CH3:1])[C:32](=[O:38])[NH:33]2. The yield is 0.333. (3) The reactants are [F:1][C@@H:2]1[CH2:6][CH2:5][N:4]([C:7]2[C:12]([CH2:13]O)=[CH:11][CH:10]=[CH:9][N:8]=2)[CH2:3]1.O=S(Cl)[Cl:17]. The yield is 0.920. The product is [Cl:17][CH2:13][C:12]1[C:7]([N:4]2[CH2:5][CH2:6][C@@H:2]([F:1])[CH2:3]2)=[N:8][CH:9]=[CH:10][CH:11]=1. The catalyst is ClCCl. (4) The reactants are C([O:8][C:9]1[CH:10]=[C:11]2[C:16](=[CH:17][CH:18]=1)[C:15](=[O:19])[N:14]([CH2:20][CH:21]([CH3:23])[CH3:22])[C:13]([CH2:24][NH:25][C:26](=[O:32])[O:27][C:28]([CH3:31])([CH3:30])[CH3:29])=[C:12]2[C:33]1[S:34][CH:35]=[CH:36][CH:37]=1)C1C=CC=CC=1. The catalyst is C(O)C.O1CCCC1.[C].[Pd]. The product is [OH:8][C:9]1[CH:10]=[C:11]2[C:16](=[CH:17][CH:18]=1)[C:15](=[O:19])[N:14]([CH2:20][CH:21]([CH3:22])[CH3:23])[C:13]([CH2:24][NH:25][C:26](=[O:32])[O:27][C:28]([CH3:29])([CH3:31])[CH3:30])=[C:12]2[C:33]1[S:34][CH:35]=[CH:36][CH:37]=1. The yield is 0.965. (5) The reactants are Cl[C:2]1[C:3]2[CH:25]=[C:24]([Cl:26])[CH:23]=[CH:22][C:4]=2[N:5]([CH3:21])[C:6](=[O:20])[CH:7]([CH2:9][C:10]2[CH:19]=[CH:18][C:17]3[C:12](=[CH:13][CH:14]=[CH:15][CH:16]=3)[CH:11]=2)[N:8]=1.[NH2:27][C:28]1[CH:33]=[CH:32][C:31](B2OC(C)(C)C(C)(C)O2)=[CH:30][N:29]=1.[Cl-].[Li+].O.[OH-].[Cs+]. The catalyst is [Pd].C1(P(C2C=CC=CC=2)C2C=CC=CC=2)C=CC=CC=1.C1(P(C2C=CC=CC=2)C2C=CC=CC=2)C=CC=CC=1.C1(P(C2C=CC=CC=2)C2C=CC=CC=2)C=CC=CC=1.C1(P(C2C=CC=CC=2)C2C=CC=CC=2)C=CC=CC=1.O.O1CCOCC1. The product is [NH2:27][C:28]1[N:29]=[CH:30][C:31]([C:2]2[C:3]3[CH:25]=[C:24]([Cl:26])[CH:23]=[CH:22][C:4]=3[N:5]([CH3:21])[C:6](=[O:20])[CH:7]([CH2:9][C:10]3[CH:19]=[CH:18][C:17]4[C:12](=[CH:13][CH:14]=[CH:15][CH:16]=4)[CH:11]=3)[N:8]=2)=[CH:32][CH:33]=1. The yield is 0.300. (6) The reactants are [C:1]([O:5][C:6]([NH:8][C@:9]([CH3:40])([CH2:20][CH2:21][C:22]1[N:23]([CH3:39])[C:24]([C:27](=[O:38])[CH2:28][CH2:29][CH2:30][CH2:31][C:32]2[CH:37]=[CH:36][CH:35]=[CH:34][CH:33]=2)=[CH:25][CH:26]=1)[CH:10]=[CH:11][P:12](=[O:19])([O:16][CH2:17][CH3:18])[O:13][CH2:14][CH3:15])=[O:7])([CH3:4])([CH3:3])[CH3:2]. The catalyst is C(O)C.C1C=CC(P(C2C=CC=CC=2)C2C=CC=CC=2)=CC=1.C1C=CC(P(C2C=CC=CC=2)C2C=CC=CC=2)=CC=1.C1C=CC(P(C2C=CC=CC=2)C2C=CC=CC=2)=CC=1.[Cl-].[Rh]. The product is [C:1]([O:5][C:6]([NH:8][C@:9]([CH3:40])([CH2:20][CH2:21][C:22]1[N:23]([CH3:39])[C:24]([C:27](=[O:38])[CH2:28][CH2:29][CH2:30][CH2:31][C:32]2[CH:37]=[CH:36][CH:35]=[CH:34][CH:33]=2)=[CH:25][CH:26]=1)[CH2:10][CH2:11][P:12](=[O:19])([O:13][CH2:14][CH3:15])[O:16][CH2:17][CH3:18])=[O:7])([CH3:2])([CH3:3])[CH3:4]. The yield is 0.800. (7) The reactants are [NH2:1][C:2]1[CH:3]=[CH:4][C:5]2[C:10](=[O:11])[O:9][C:8]([CH3:13])([CH3:12])[O:7][C:6]=2[CH:14]=1.CCN(C(C)C)C(C)C.[CH:24]1([CH2:29][CH2:30][C:31](Cl)=[O:32])[CH2:28][CH2:27][CH2:26][CH2:25]1. The catalyst is C(Cl)Cl. The product is [CH:24]1([CH2:29][CH2:30][C:31]([NH:1][C:2]2[CH:3]=[CH:4][C:5]3[C:10](=[O:11])[O:9][C:8]([CH3:12])([CH3:13])[O:7][C:6]=3[CH:14]=2)=[O:32])[CH2:28][CH2:27][CH2:26][CH2:25]1. The yield is 0.960. (8) The reactants are [NH2:1][C:2]1[CH:7]=[CH:6][CH:5]=[C:4]([C:8]2[CH:13]=[CH:12][N:11]=[C:10]3[NH:14][C:15]([C:17]4[CH:22]=[CH:21][C:20]([C:23]([N:25]5[CH2:30][CH2:29][O:28][CH2:27][CH2:26]5)=[O:24])=[CH:19][CH:18]=4)=[N:16][C:9]=23)[C:3]=1[CH2:31][OH:32].[C:33]([C:37]1[O:41][N:40]=[C:39]([C:42](OCC)=[O:43])[N:38]=1)([CH3:36])([CH3:35])[CH3:34]. No catalyst specified. The product is [C:33]([C:37]1[O:41][N:40]=[C:39]([C:42]([NH:1][C:2]2[CH:7]=[CH:6][CH:5]=[C:4]([C:8]3[CH:13]=[CH:12][N:11]=[C:10]4[NH:14][C:15]([C:17]5[CH:18]=[CH:19][C:20]([C:23]([N:25]6[CH2:30][CH2:29][O:28][CH2:27][CH2:26]6)=[O:24])=[CH:21][CH:22]=5)=[N:16][C:9]=34)[C:3]=2[CH2:31][OH:32])=[O:43])[N:38]=1)([CH3:36])([CH3:34])[CH3:35]. The yield is 0.330.